Dataset: Forward reaction prediction with 1.9M reactions from USPTO patents (1976-2016). Task: Predict the product of the given reaction. (1) Given the reactants [CH:1]([C:4]1[N:8]=[C:7]([N:9]2[CH2:14][CH2:13][CH:12]([C@H:15]([CH3:19])[CH2:16][CH2:17][OH:18])[CH2:11][CH2:10]2)[O:6][N:5]=1)([CH3:3])[CH3:2].[CH3:20][O:21][C:22](=[O:39])[C@@H:23]([NH:31][C:32]([O:34][C:35]([CH3:38])([CH3:37])[CH3:36])=[O:33])[C:24]1[CH:29]=[CH:28][C:27](O)=[CH:26][CH:25]=1, predict the reaction product. The product is: [CH3:20][O:21][C:22](=[O:39])[C@@H:23]([NH:31][C:32]([O:34][C:35]([CH3:37])([CH3:36])[CH3:38])=[O:33])[C:24]1[CH:29]=[CH:28][C:27]([O:18][CH2:17][CH2:16][C@H:15]([CH:12]2[CH2:13][CH2:14][N:9]([C:7]3[O:6][N:5]=[C:4]([CH:1]([CH3:3])[CH3:2])[N:8]=3)[CH2:10][CH2:11]2)[CH3:19])=[CH:26][CH:25]=1. (2) The product is: [CH2:13]([C:12]1[C:11]([OH:17])=[N:23][CH:22]=[N:24][CH:1]=1)[CH2:14][CH2:15][CH3:16]. Given the reactants [CH3:1][O-].[Na+].C(OCC)=O.CO[C:11](=[O:17])[CH2:12][CH2:13][CH2:14][CH2:15][CH3:16].C(O)(=O)C.[CH:22]([NH2:24])=[NH:23], predict the reaction product. (3) Given the reactants [NH2:1][C:2]1[C:7]([C:8]([O:10]CC)=[O:9])=[CH:6][C:5]([O:13][C:14]([F:17])([F:16])[F:15])=[CH:4][C:3]=1[CH2:18][N:19]1[CH2:24][CH2:23][N:22]([C:25]([O:27][C:28]([CH3:31])([CH3:30])[CH3:29])=[O:26])[CH2:21][CH2:20]1.NC1C(Br)=CC(C(F)(F)F)=CC=1C(O)=O, predict the reaction product. The product is: [NH2:1][C:2]1[C:3]([CH2:18][N:19]2[CH2:24][CH2:23][N:22]([C:25]([O:27][C:28]([CH3:31])([CH3:30])[CH3:29])=[O:26])[CH2:21][CH2:20]2)=[CH:4][C:5]([O:13][C:14]([F:16])([F:17])[F:15])=[CH:6][C:7]=1[C:8]([OH:10])=[O:9]. (4) Given the reactants [F:1][C:2]1[CH:3]=[C:4]([N:19]([C:28]2[CH:33]=[CH:32][C:31]([F:34])=[CH:30][CH:29]=2)[C:20]([C:22]2([C:25]([NH2:27])=[O:26])[CH2:24][CH2:23]2)=[O:21])[CH:5]=[CH:6][C:7]=1[O:8][C:9]1[CH:14]=[CH:13][N:12]=[C:11]2[CH:15]=[C:16](I)[S:17][C:10]=12.[CH3:35][C:36]([N:40]1[CH2:45][CH2:44][CH2:43][CH2:42][CH2:41]1)([C:38]#[CH:39])[CH3:37], predict the reaction product. The product is: [F:1][C:2]1[CH:3]=[C:4]([N:19]([C:28]2[CH:33]=[CH:32][C:31]([F:34])=[CH:30][CH:29]=2)[C:20]([C:22]2([C:25]([NH2:27])=[O:26])[CH2:24][CH2:23]2)=[O:21])[CH:5]=[CH:6][C:7]=1[O:8][C:9]1[CH:14]=[CH:13][N:12]=[C:11]2[CH:15]=[C:16]([C:39]#[C:38][C:36]([CH3:37])([N:40]3[CH2:45][CH2:44][CH2:43][CH2:42][CH2:41]3)[CH3:35])[S:17][C:10]=12. (5) Given the reactants FC(F)(F)C(O)=O.C(OC([N:15]1[CH2:20][CH2:19][N:18]([C:21]2[CH:26]=[CH:25][C:24]([S:27][CH3:28])=[CH:23][CH:22]=2)[CH2:17][CH2:16]1)=O)(C)(C)C.C(=O)(O)N, predict the reaction product. The product is: [CH3:28][S:27][C:24]1[CH:23]=[CH:22][C:21]([N:18]2[CH2:19][CH2:20][NH:15][CH2:16][CH2:17]2)=[CH:26][CH:25]=1. (6) Given the reactants Br[C:2]1[CH:13]=[N:12][C:5]2[NH:6][CH2:7][C:8](=[O:11])[NH:9][CH2:10][C:4]=2[CH:3]=1.[C:14]([O:18][C:19]([CH3:22])([CH3:21])[CH3:20])(=[O:17])[CH:15]=[CH2:16].C(N(C(C)C)CC)(C)C, predict the reaction product. The product is: [C:19]([O:18][C:14](=[O:17])[CH:15]=[CH:16][C:2]1[CH:13]=[N:12][C:5]2[NH:6][CH2:7][C:8](=[O:11])[NH:9][CH2:10][C:4]=2[CH:3]=1)([CH3:22])([CH3:21])[CH3:20]. (7) Given the reactants [NH:1]1[C:9]2[C:4](=[CH:5][C:6]([CH2:10][CH:11]([NH:15][C:16]([N:18]3[CH2:23][CH2:22][CH:21]([N:24]4[CH2:33][C:32]5[C:27](=[CH:28][CH:29]=[CH:30][CH:31]=5)[NH:26][C:25]4=[O:34])[CH2:20][CH2:19]3)=[O:17])[C:12](O)=[O:13])=[CH:7][CH:8]=2)[CH:3]=[N:2]1.C(N(CC)C(C)C)(C)C.[O:44]1[C:48]2([CH2:53][CH2:52][NH:51][CH2:50][CH2:49]2)[O:47][CH2:46][CH2:45]1.C1CN([P+](ON2N=NC3C=CC=CC2=3)(N2CCCC2)N2CCCC2)CC1.F[P-](F)(F)(F)(F)F, predict the reaction product. The product is: [O:44]1[C:48]2([CH2:53][CH2:52][N:51]([C:12](=[O:13])[CH:11]([NH:15][C:16]([N:18]3[CH2:23][CH2:22][CH:21]([N:24]4[CH2:33][C:32]5[C:27](=[CH:28][CH:29]=[CH:30][CH:31]=5)[NH:26][C:25]4=[O:34])[CH2:20][CH2:19]3)=[O:17])[CH2:10][C:6]3[CH:7]=[C:8]4[C:3](=[CH:4][CH:5]=3)[NH:2][N:1]=[CH:9]4)[CH2:50][CH2:49]2)[O:47][CH2:46][CH2:45]1. (8) Given the reactants [NH2:1][C:2]1[C:11]2[CH2:10][CH2:9][CH2:8][CH2:7][C:6]=2[CH:5]=[CH:4][CH:3]=1.[N+:12]([O-:15])(O)=[O:13].[C:16](OC(=O)C)(=[O:18])[CH3:17], predict the reaction product. The product is: [C:16]([NH:1][C:2]1[C:11]2[CH2:10][CH2:9][CH2:8][CH2:7][C:6]=2[CH:5]=[CH:4][C:3]=1[N+:12]([O-:15])=[O:13])(=[O:18])[CH3:17].